Dataset: Reaction yield outcomes from USPTO patents with 853,638 reactions. Task: Predict the reaction yield, written as a fraction of the theoretical maximum amount of product (1.0 means a 100% yield; for example, 0.34 means a 34% yield). (1) The reactants are [N:1]([CH2:4][C@H:5]([OH:15])[CH2:6][O:7][C:8]1[C:9](Cl)=[N:10][CH:11]=[CH:12][CH:13]=1)=[N+:2]=[N-:3].[H-].[Na+]. The catalyst is C1COCC1. The product is [N:1]([CH2:4][C@@H:5]1[O:15][C:9]2=[N:10][CH:11]=[CH:12][CH:13]=[C:8]2[O:7][CH2:6]1)=[N+:2]=[N-:3]. The yield is 0.221. (2) The reactants are [NH2:1][C:2]1[CH:7]=[C:6]([C:8]([O:10][CH3:11])=[O:9])[C:5]([S:12]([CH3:15])(=[O:14])=[O:13])=[CH:4][C:3]=1[N:16]1[CH2:21][CH2:20][N:19]([C:22]([O:24][C:25]([CH3:28])([CH3:27])[CH3:26])=[O:23])[C@H:18]([CH:29]([CH3:31])[CH3:30])[C:17]1=O.CCN(CC)CC.[Si](Cl)(Cl)(Cl)Cl.C([O-])(O)=O.[Na+]. The catalyst is ClCCl.CCOC(C)=O. The product is [CH:29]([C@H:18]1[N:19]([C:22]([O:24][C:25]([CH3:28])([CH3:26])[CH3:27])=[O:23])[CH2:20][CH2:21][N:16]2[C:3]3[CH:4]=[C:5]([S:12]([CH3:15])(=[O:13])=[O:14])[C:6]([C:8]([O:10][CH3:11])=[O:9])=[CH:7][C:2]=3[N:1]=[C:17]12)([CH3:30])[CH3:31]. The yield is 0.550. (3) The reactants are [Cl:1][C:2]1[CH:22]=[CH:21][CH:20]=[CH:19][C:3]=1[CH:4]([O:12][CH:13]1[CH2:18][CH2:17][NH:16][CH2:15][CH2:14]1)[C:5]1[CH:10]=[CH:9][CH:8]=[CH:7][C:6]=1[Cl:11].[Cl:23][C:24]1[CH:25]=[C:26]([N:30]=[C:31]=[O:32])[CH:27]=[CH:28][CH:29]=1.C(N(CC)CC)C. The catalyst is ClCCl. The product is [Cl:11][C:6]1[CH:7]=[CH:8][CH:9]=[CH:10][C:5]=1[CH:4]([O:12][CH:13]1[CH2:18][CH2:17][N:16]([C:31]([NH:30][C:26]2[CH:27]=[CH:28][CH:29]=[C:24]([Cl:23])[CH:25]=2)=[O:32])[CH2:15][CH2:14]1)[C:3]1[CH:19]=[CH:20][CH:21]=[CH:22][C:2]=1[Cl:1]. The yield is 0.310. (4) The reactants are CS(O[CH:6]([C:15]1[CH:16]=[N:17][C:18]([NH:21][C:22]([C:24]2([C:27]3[CH:35]=[CH:34][C:30]4[O:31][CH2:32][O:33][C:29]=4[CH:28]=3)[CH2:26][CH2:25]2)=[O:23])=[CH:19][CH:20]=1)[C:7]1[CH:12]=[CH:11][CH:10]=[CH:9][C:8]=1[O:13][CH3:14])(=O)=O.[CH3:36][NH:37][CH3:38].C1COCC1.CCN(C(C)C)C(C)C. The catalyst is CN1C(=O)CCC1. The product is [O:31]1[C:30]2[CH:34]=[CH:35][C:27]([C:24]3([C:22]([NH:21][C:18]4[CH:19]=[CH:20][C:15]([CH:6]([N:37]([CH3:38])[CH3:36])[C:7]5[CH:12]=[CH:11][CH:10]=[CH:9][C:8]=5[O:13][CH3:14])=[CH:16][N:17]=4)=[O:23])[CH2:26][CH2:25]3)=[CH:28][C:29]=2[O:33][CH2:32]1. The yield is 0.820. (5) The reactants are [NH2:1][C:2]1[CH:3]=[C:4]([S:8][C:9]2[CH:24]=[CH:23][C:12]([C:13]([NH:15][C:16]3[CH:21]=[CH:20][CH:19]=[C:18]([Br:22])[CH:17]=3)=[O:14])=[CH:11][C:10]=2[N+:25]([O-:27])=[O:26])[CH:5]=[CH:6][CH:7]=1.[C:28](O[C:28]([O:30][C:31]([CH3:34])([CH3:33])[CH3:32])=[O:29])([O:30][C:31]([CH3:34])([CH3:33])[CH3:32])=[O:29]. The catalyst is O1CCOCC1. The product is [C:31]([O:30][C:28](=[O:29])[NH:1][C:2]1[CH:7]=[CH:6][CH:5]=[C:4]([S:8][C:9]2[CH:24]=[CH:23][C:12]([C:13](=[O:14])[NH:15][C:16]3[CH:21]=[CH:20][CH:19]=[C:18]([Br:22])[CH:17]=3)=[CH:11][C:10]=2[N+:25]([O-:27])=[O:26])[CH:3]=1)([CH3:34])([CH3:33])[CH3:32]. The yield is 0.840. (6) The product is [Br:1][C:18]1[NH:19][C:20]2[C:16]([N:17]=1)=[C:15]([NH:14][CH2:13][CH2:12][CH2:11][NH:10][CH3:9])[N:23]=[CH:22][N:21]=2. The catalyst is C(#N)C. The reactants are [Br:1]N1C(=O)CCC1=O.[CH3:9][NH:10][CH2:11][CH2:12][CH2:13][NH:14][C:15]1[N:23]=[CH:22][N:21]=[C:20]2[C:16]=1[N:17]=[CH:18][NH:19]2. The yield is 0.160. (7) No catalyst specified. The reactants are [NH2:1][C:2]1[CH:7]=[CH:6][C:5]([C:8]2[N:13]=[C:12]([N:14]3[CH2:19][CH2:18][O:17][CH2:16][CH2:15]3)[N:11]=[C:10]([C:20]3[CH:25]=[CH:24][C:23]([NH:26][C:27]([NH:29][CH3:30])=[O:28])=[CH:22][CH:21]=3)[N:9]=2)=[CH:4][CH:3]=1.[C:31]([C:34]1[CH:35]=[C:36]([NH:40][C:41](=[O:49])OC2C=CC=CC=2)[CH:37]=[CH:38][CH:39]=1)(=[O:33])[NH2:32]. The product is [CH3:30][NH:29][C:27]([NH:26][C:23]1[CH:22]=[CH:21][C:20]([C:10]2[N:11]=[C:12]([N:14]3[CH2:15][CH2:16][O:17][CH2:18][CH2:19]3)[N:13]=[C:8]([C:5]3[CH:4]=[CH:3][C:2]([NH:1][C:41]([NH:40][C:36]4[CH:35]=[C:34]([CH:39]=[CH:38][CH:37]=4)[C:31]([NH2:32])=[O:33])=[O:49])=[CH:7][CH:6]=3)[N:9]=2)=[CH:25][CH:24]=1)=[O:28]. The yield is 0.0400. (8) The reactants are [NH2:1][CH2:2][CH:3]([C:6]1[CH:11]=[CH:10][C:9]([NH:12][C:13]([C:15]2[N:16]([CH2:22][O:23][CH2:24][CH2:25][Si:26]([CH3:29])([CH3:28])[CH3:27])[CH:17]=[C:18]([C:20]#[N:21])[N:19]=2)=[O:14])=[C:8]([C:30]2[CH2:35][CH2:34][CH2:33][CH2:32][CH:31]=2)[CH:7]=1)[CH2:4][NH2:5].CS[C:38](SC)=[N:39][C:40]#[N:41]. The catalyst is C(Cl)Cl. The product is [C:40]([N:39]=[C:38]1[NH:1][CH2:2][CH:3]([C:6]2[CH:11]=[CH:10][C:9]([NH:12][C:13]([C:15]3[N:16]([CH2:22][O:23][CH2:24][CH2:25][Si:26]([CH3:29])([CH3:27])[CH3:28])[CH:17]=[C:18]([C:20]#[N:21])[N:19]=3)=[O:14])=[C:8]([C:30]3[CH2:35][CH2:34][CH2:33][CH2:32][CH:31]=3)[CH:7]=2)[CH2:4][NH:5]1)#[N:41]. The yield is 0.620. (9) The reactants are [Cl:1][C:2]1[CH:7]=[CH:6][N:5]=[C:4]2[CH:8]=[C:9]([C:11]([O:13]/[N:14]=[C:15](\[NH2:17])/[CH3:16])=O)[S:10][C:3]=12.C1(C)C=CC=CC=1.ClC1C=CN=C2C=C(C(O)=O)SC=12. The catalyst is C(Cl)(Cl)Cl. The product is [Cl:1][C:2]1[CH:7]=[CH:6][N:5]=[C:4]2[CH:8]=[C:9]([C:11]3[O:13][N:14]=[C:15]([CH3:16])[N:17]=3)[S:10][C:3]=12. The yield is 0.430.